Dataset: Full USPTO retrosynthesis dataset with 1.9M reactions from patents (1976-2016). Task: Predict the reactants needed to synthesize the given product. (1) The reactants are: C([O:3][C:4]([C:6]1[N:7]([C:34]2[CH:39]=[CH:38][C:37]([O:40][CH:41]([CH3:43])[CH3:42])=[CH:36][CH:35]=2)[C:8]2[C:13]([C:14]=1[CH2:15][N:16]([CH2:18][C:19]([O:21][CH2:22][CH3:23])=[O:20])[CH3:17])=[CH:12][C:11]([C:24]1[CH:29]=[CH:28][C:27]([C:30]([CH3:33])([CH3:32])[CH3:31])=[CH:26][CH:25]=1)=[CH:10][CH:9]=2)=[O:5])C.[OH-].[Na+].Cl. Given the product [C:30]([C:27]1[CH:26]=[CH:25][C:24]([C:11]2[CH:12]=[C:13]3[C:8](=[CH:9][CH:10]=2)[N:7]([C:34]2[CH:39]=[CH:38][C:37]([O:40][CH:41]([CH3:43])[CH3:42])=[CH:36][CH:35]=2)[C:6]([C:4]([OH:5])=[O:3])=[C:14]3[CH2:15][N:16]([CH2:18][C:19]([O:21][CH2:22][CH3:23])=[O:20])[CH3:17])=[CH:29][CH:28]=1)([CH3:32])([CH3:33])[CH3:31], predict the reactants needed to synthesize it. (2) The reactants are: Cl.[NH2:2][C:3]1[NH:4][CH:5]=[C:6]([C:8]2[CH:16]=[CH:15][C:11]([C:12]([OH:14])=O)=[CH:10][CH:9]=2)[N:7]=1.Cl.[Cl:18][C:19]1[CH:20]=[C:21]2[C:26](=[CH:27][CH:28]=1)[CH:25]=[C:24]([S:29]([N:32]1[CH2:37][CH2:36][NH:35][CH2:34][CH2:33]1)(=[O:31])=[O:30])[CH:23]=[CH:22]2. Given the product [ClH:18].[NH2:2][C:3]1[NH:4][CH:5]=[C:6]([C:8]2[CH:9]=[CH:10][C:11]([C:12]([N:35]3[CH2:34][CH2:33][N:32]([S:29]([C:24]4[CH:23]=[CH:22][C:21]5[C:26](=[CH:27][CH:28]=[C:19]([Cl:18])[CH:20]=5)[CH:25]=4)(=[O:31])=[O:30])[CH2:37][CH2:36]3)=[O:14])=[CH:15][CH:16]=2)[N:7]=1, predict the reactants needed to synthesize it. (3) Given the product [Si:33]([O:32][CH2:31][C:26]1[CH:27]=[CH:28][CH:29]=[CH:30][C:25]=1[CH:14]([S:15]([C:18]1[CH:19]=[CH:20][C:21]([Cl:24])=[CH:22][CH:23]=1)(=[O:16])=[O:17])[CH2:13][CH2:12][CH2:11][CH2:10][CH2:9][OH:8])([C:46]([CH3:49])([CH3:47])[CH3:48])([C:40]1[CH:45]=[CH:44][CH:43]=[CH:42][CH:41]=1)[C:34]1[CH:35]=[CH:36][CH:37]=[CH:38][CH:39]=1, predict the reactants needed to synthesize it. The reactants are: C([Si]([O:8][CH2:9][CH2:10][CH2:11][CH2:12][CH2:13][CH:14]([C:25]1[CH:30]=[CH:29][CH:28]=[CH:27][C:26]=1[CH2:31][O:32][Si:33]([C:46]([CH3:49])([CH3:48])[CH3:47])([C:40]1[CH:45]=[CH:44][CH:43]=[CH:42][CH:41]=1)[C:34]1[CH:39]=[CH:38][CH:37]=[CH:36][CH:35]=1)[S:15]([C:18]1[CH:23]=[CH:22][C:21]([Cl:24])=[CH:20][CH:19]=1)(=[O:17])=[O:16])(C)C)(C)(C)C.O.C1(C)C=CC(S(O)(=O)=O)=CC=1.C(N(CC)CC)C. (4) Given the product [Cl:19][C:20]1[CH:25]=[C:24]([O:12][C:5]2[CH:4]=[CH:3][C:2]([NH2:1])=[N:7][C:6]=2[C:8]([F:11])([F:9])[F:10])[CH:23]=[CH:22][N:21]=1, predict the reactants needed to synthesize it. The reactants are: [NH2:1][C:2]1[N:7]=[C:6]([C:8]([F:11])([F:10])[F:9])[C:5]([OH:12])=[CH:4][CH:3]=1.CC(C)([O-])C.[K+].[Cl:19][C:20]1[CH:25]=[C:24](Cl)[CH:23]=[CH:22][N:21]=1. (5) Given the product [Cl:14][C:15]1[CH:20]=[C:19]([N+:21]([O-:23])=[O:22])[CH:18]=[CH:17][C:16]=1[N:24]1[CH2:29][CH2:28][N:27]([C:1](=[O:5])[CH:2]([CH3:4])[CH3:3])[CH2:26][CH2:25]1, predict the reactants needed to synthesize it. The reactants are: [C:1](Cl)(=[O:5])[CH:2]([CH3:4])[CH3:3].CCN(CC)CC.[Cl:14][C:15]1[CH:20]=[C:19]([N+:21]([O-:23])=[O:22])[CH:18]=[CH:17][C:16]=1[N:24]1[CH2:29][CH2:28][NH:27][CH2:26][CH2:25]1. (6) Given the product [ClH:1].[NH2:14][CH:15]([C:16]1[C:20](=[O:21])[CH2:19][CH2:18][C:17]=1[NH:22][C:23]1[CH:28]=[CH:27][CH:26]=[C:25]([CH:29]([F:31])[F:30])[CH:24]=1)[C:32]1[CH:37]=[CH:36][C:35]([C:38]#[N:39])=[CH:34][C:33]=1[S:40]([CH2:43][CH3:44])(=[O:42])=[O:41], predict the reactants needed to synthesize it. The reactants are: [ClH:1].O1CCOCC1.C(OC(=O)[NH:14][CH:15]([C:32]1[CH:37]=[CH:36][C:35]([C:38]#[N:39])=[CH:34][C:33]=1[S:40]([CH2:43][CH3:44])(=[O:42])=[O:41])[C:16]1[C:20](=[O:21])[CH2:19][CH2:18][C:17]=1[NH:22][C:23]1[CH:28]=[CH:27][CH:26]=[C:25]([CH:29]([F:31])[F:30])[CH:24]=1)(C)(C)C. (7) Given the product [C:1]([O:5][C:6]([N:8]1[CH2:13][CH2:12][N:11]([C:14]2[CH:19]=[CH:18][C:17]([CH:59]3[CH2:61][CH2:60]3)=[CH:16][C:15]=2[CH:40]2[CH2:30][CH2:35]2)[CH2:10][CH2:9]1)=[O:7])([CH3:4])([CH3:3])[CH3:2], predict the reactants needed to synthesize it. The reactants are: [C:1]([O:5][C:6]([N:8]1[CH2:13][CH2:12][N:11]([C:14]2[CH:19]=[CH:18][C:17](Cl)=[CH:16][C:15]=2Cl)[CH2:10][CH2:9]1)=[O:7])([CH3:4])([CH3:3])[CH3:2].C1(P(C2CCCCC2)C2C=CC=C[C:30]=2[C:35]2[C:40](OC)=CC=CC=2OC)CCCCC1.P([O-])([O-])([O-])=O.[K+].[K+].[K+].[CH:59]1(B(O)O)[CH2:61][CH2:60]1.